Dataset: Reaction yield outcomes from USPTO patents with 853,638 reactions. Task: Predict the reaction yield, written as a fraction of the theoretical maximum amount of product (1.0 means a 100% yield; for example, 0.34 means a 34% yield). (1) The reactants are [C:1]([Si:5]([C:48]([CH3:51])([CH3:50])[CH3:49])([C:42]1[CH:47]=[CH:46][CH:45]=[CH:44][CH:43]=1)[O:6][CH2:7][CH:8]([CH3:41])[O:9][C:10]1[CH:11]=[C:12]([O:30][C:31]2[CH:36]=[CH:35][C:34]([S:37]([CH3:40])(=[O:39])=[O:38])=[CH:33][CH:32]=2)[CH:13]=[C:14]2[C:18]=1[NH:17][C:16]([C:19]1[S:20][CH:21]([CH2:24][C:25]([O:27]CC)=[O:26])[CH2:22][N:23]=1)=[CH:15]2)([CH3:4])([CH3:3])[CH3:2]. The catalyst is O1CCCC1.C(O)C.[OH-].[Na+]. The product is [C:48]([Si:5]([C:1]([CH3:2])([CH3:4])[CH3:3])([C:42]1[CH:43]=[CH:44][CH:45]=[CH:46][CH:47]=1)[O:6][CH2:7][CH:8]([CH3:41])[O:9][C:10]1[CH:11]=[C:12]([O:30][C:31]2[CH:32]=[CH:33][C:34]([S:37]([CH3:40])(=[O:38])=[O:39])=[CH:35][CH:36]=2)[CH:13]=[C:14]2[C:18]=1[NH:17][C:16]([C:19]1[S:20][CH:21]([CH2:24][C:25]([OH:27])=[O:26])[CH2:22][N:23]=1)=[CH:15]2)([CH3:51])([CH3:49])[CH3:50]. The yield is 0.700. (2) The reactants are C([O:4][C@H:5]([CH3:25])[CH2:6][CH2:7][CH2:8][CH2:9][N:10]1[C:15](=[O:16])[C:14]2[C:17]([CH3:22])=[CH:18][C:19]([CH3:21])=[N:20][C:13]=2[N:12]([CH3:23])[C:11]1=[O:24])(=O)C.[OH-].[K+].[Cl-].[Na+]. The catalyst is CO.O. The product is [OH:4][C@H:5]([CH3:25])[CH2:6][CH2:7][CH2:8][CH2:9][N:10]1[C:15](=[O:16])[C:14]2[C:17]([CH3:22])=[CH:18][C:19]([CH3:21])=[N:20][C:13]=2[N:12]([CH3:23])[C:11]1=[O:24]. The yield is 0.840.